Dataset: Peptide-MHC class II binding affinity with 134,281 pairs from IEDB. Task: Regression. Given a peptide amino acid sequence and an MHC pseudo amino acid sequence, predict their binding affinity value. This is MHC class II binding data. (1) The peptide sequence is PEFSELFAAFPSFAG. The MHC is DRB1_0401 with pseudo-sequence DRB1_0401. The binding affinity (normalized) is 0.534. (2) The peptide sequence is KSAFQSSVASGFIGF. The MHC is DRB1_0301 with pseudo-sequence DRB1_0301. The binding affinity (normalized) is 0.507. (3) The peptide sequence is MLTLFILIITSTIKA. The MHC is HLA-DQA10104-DQB10503 with pseudo-sequence HLA-DQA10104-DQB10503. The binding affinity (normalized) is 0.0312. (4) The peptide sequence is GGLPLAGAGGAGAGP. The MHC is HLA-DQA10201-DQB10202 with pseudo-sequence HLA-DQA10201-DQB10202. The binding affinity (normalized) is 0. (5) The binding affinity (normalized) is 0.770. The MHC is DRB1_0101 with pseudo-sequence DRB1_0101. The peptide sequence is ISKISGEWYSIFLASD. (6) The peptide sequence is DYVRMWVQAATVMSA. The MHC is HLA-DQA10401-DQB10402 with pseudo-sequence HLA-DQA10401-DQB10402. The binding affinity (normalized) is 0.474. (7) The binding affinity (normalized) is 0.488. The MHC is DRB1_0802 with pseudo-sequence DRB1_0802. The peptide sequence is LDVVKLLYNEQFAVQ.